This data is from Catalyst prediction with 721,799 reactions and 888 catalyst types from USPTO. The task is: Predict which catalyst facilitates the given reaction. (1) Reactant: [C:1]([C:5]1[CH:6]=[C:7]([CH:22]([OH:27])[C:23]([F:26])([F:25])[F:24])[C:8]([O:20][CH3:21])=[C:9]([NH:11][C:12](=[O:19])OCC(Cl)(Cl)Cl)[CH:10]=1)([CH3:4])([CH3:3])[CH3:2].[NH2:28][CH:29]1[CH2:37][C:36]2[C:31](=[CH:32][CH:33]=[CH:34][CH:35]=2)[CH2:30]1.C(N(CC)C(C)C)(C)C. Product: [C:1]([C:5]1[CH:6]=[C:7]([CH:22]([OH:27])[C:23]([F:26])([F:24])[F:25])[C:8]([O:20][CH3:21])=[C:9]([NH:11][C:12]([NH:28][CH:29]2[CH2:37][C:36]3[C:31](=[CH:32][CH:33]=[CH:34][CH:35]=3)[CH2:30]2)=[O:19])[CH:10]=1)([CH3:4])([CH3:2])[CH3:3]. The catalyst class is: 10. (2) Reactant: [CH:1]1([CH:4]([C:18]2[CH:23]=[CH:22][CH:21]=[CH:20][CH:19]=2)[NH:5][C:6]([C:8]2[CH:9]=[C:10]3[C:14](=[CH:15][CH:16]=2)[NH:13][N:12]=[C:11]3I)=[O:7])[CH2:3][CH2:2]1.[CH3:24][N:25]1[CH2:30][CH2:29][CH:28]([O:31][C:32]2[CH:37]=[CH:36][C:35](B3OC(C)(C)C(C)(C)O3)=[CH:34][CH:33]=2)[CH2:27][CH2:26]1.C([O-])([O-])=O.[Na+].[Na+]. Product: [CH:1]1([CH:4]([C:18]2[CH:23]=[CH:22][CH:21]=[CH:20][CH:19]=2)[NH:5][C:6]([C:8]2[CH:9]=[C:10]3[C:14](=[CH:15][CH:16]=2)[NH:13][N:12]=[C:11]3[C:35]2[CH:36]=[CH:37][C:32]([O:31][CH:28]3[CH2:27][CH2:26][N:25]([CH3:24])[CH2:30][CH2:29]3)=[CH:33][CH:34]=2)=[O:7])[CH2:3][CH2:2]1. The catalyst class is: 780. (3) Reactant: [OH:1][CH2:2][C:3]1[S:4][CH:5]=[C:6]([C:8]([O:10][CH2:11][CH3:12])=[O:9])[N:7]=1.N1C=CC=CC=1.Cl[C:20]([O:22][CH2:23][C:24]([Cl:27])([Cl:26])[Cl:25])=[O:21]. Product: [Cl:25][C:24]([Cl:27])([Cl:26])[CH2:23][O:22][C:20]([O:1][CH2:2][C:3]1[S:4][CH:5]=[C:6]([C:8]([O:10][CH2:11][CH3:12])=[O:9])[N:7]=1)=[O:21]. The catalyst class is: 2. (4) Reactant: [Br:1][C:2]1[CH:7]=[CH:6][C:5](B(O)O)=[CH:4][CH:3]=1.Br[C:12]1[CH:17]=[CH:16][C:15]([CH3:18])=[CH:14][N:13]=1.C(=O)([O-])[O-].[K+].[K+].COCCOC. Product: [Br:1][C:2]1[CH:7]=[CH:6][C:5]([C:12]2[CH:17]=[CH:16][C:15]([CH3:18])=[CH:14][N:13]=2)=[CH:4][CH:3]=1. The catalyst class is: 84. (5) Reactant: Cl[C:2]1[N:7]=[CH:6][N:5]=[C:4]([C:8]2[CH:9]=[CH:10][C:11]([O:16][CH:17]3[CH2:22][CH2:21][O:20][CH2:19][CH2:18]3)=[C:12]([CH:15]=2)[C:13]#[N:14])[N:3]=1.[NH2:23][C:24]1[CH:25]=[C:26]([CH:30]([OH:35])[C:31]([F:34])([F:33])[F:32])[CH:27]=[CH:28][CH:29]=1.C(N(CC)C(C)C)(C)C. Product: [O:20]1[CH2:21][CH2:22][CH:17]([O:16][C:11]2[CH:10]=[CH:9][C:8]([C:4]3[N:3]=[C:2]([NH:23][C:24]4[CH:29]=[CH:28][CH:27]=[C:26]([CH:30]([OH:35])[C:31]([F:32])([F:33])[F:34])[CH:25]=4)[N:7]=[CH:6][N:5]=3)=[CH:15][C:12]=2[C:13]#[N:14])[CH2:18][CH2:19]1. The catalyst class is: 32. (6) Reactant: [Cl:1][C:2]1[CH:3]=[CH:4][C:5]([S:10][CH2:11][CH3:12])=[C:6]([CH2:8][NH2:9])[CH:7]=1.[NH2:13][C:14]1[C:22]([Br:23])=[CH:21][C:20]([CH3:24])=[CH:19][C:15]=1[C:16](O)=[O:17].BrC1C(C)=CC(C(NNC2C=C(Cl)C=CC=2SCC)=O)=C([N+]([O-])=O)C=1. Product: [NH2:13][C:14]1[C:22]([Br:23])=[CH:21][C:20]([CH3:24])=[CH:19][C:15]=1[C:16]([NH:9][CH2:8][C:6]1[CH:7]=[C:2]([Cl:1])[CH:3]=[CH:4][C:5]=1[S:10][CH2:11][CH3:12])=[O:17]. The catalyst class is: 66.